This data is from Peptide-MHC class I binding affinity with 185,985 pairs from IEDB/IMGT. The task is: Regression. Given a peptide amino acid sequence and an MHC pseudo amino acid sequence, predict their binding affinity value. This is MHC class I binding data. (1) The peptide sequence is TSSMRGVYY. The MHC is HLA-A01:01 with pseudo-sequence HLA-A01:01. The binding affinity (normalized) is 0.608. (2) The peptide sequence is TLKGTSYKM. The MHC is HLA-B57:01 with pseudo-sequence HLA-B57:01. The binding affinity (normalized) is 0.0847. (3) The peptide sequence is AVRQFRASV. The MHC is HLA-A01:01 with pseudo-sequence HLA-A01:01. The binding affinity (normalized) is 0.0847. (4) The MHC is HLA-A02:06 with pseudo-sequence HLA-A02:06. The binding affinity (normalized) is 0.00604. The peptide sequence is SIEQNLTDT. (5) The peptide sequence is VIVENDNVI. The binding affinity (normalized) is 0.108. The MHC is HLA-A02:02 with pseudo-sequence HLA-A02:02. (6) The peptide sequence is EGAGIDDPV. The MHC is HLA-B14:02 with pseudo-sequence HLA-B14:02. The binding affinity (normalized) is 0.213.